From a dataset of Reaction yield outcomes from USPTO patents with 853,638 reactions. Predict the reaction yield, written as a fraction of the theoretical maximum amount of product (1.0 means a 100% yield; for example, 0.34 means a 34% yield). (1) The reactants are Br[CH:2]([C:20]1[CH:25]=[CH:24][N:23]=[C:22]([S:26][CH3:27])[N:21]=1)[C:3]([C:5]1[C:6]([Cl:19])=[C:7]([NH:12][C:13](=[O:18])[C:14]([CH3:17])([CH3:16])[CH3:15])[CH:8]=[C:9]([F:11])[CH:10]=1)=O.[NH2:28][C:29]([NH2:31])=[S:30]. The catalyst is CCO.O. The product is [NH2:31][C:29]1[S:30][C:2]([C:20]2[CH:25]=[CH:24][N:23]=[C:22]([S:26][CH3:27])[N:21]=2)=[C:3]([C:5]2[C:6]([Cl:19])=[C:7]([NH:12][C:13](=[O:18])[C:14]([CH3:17])([CH3:16])[CH3:15])[CH:8]=[C:9]([F:11])[CH:10]=2)[N:28]=1. The yield is 0.660. (2) The reactants are [Cl:1][C:2]1[CH:3]=[C:4]2[C:8](=[CH:9][CH:10]=1)[N:7]([S:11]([C:14]1[C:23]3[C:18](=[CH:19][CH:20]=[CH:21][CH:22]=3)[C:17]([O:24][CH3:25])=[C:16]([N:26]3[CH2:31][CH2:30][NH:29][CH2:28][CH2:27]3)[CH:15]=1)(=[O:13])=[O:12])[CH:6]=[C:5]2[CH:32]([F:34])[F:33].[C:35]([BH3-])#N.[Na+].C=O. The catalyst is CO. The product is [Cl:1][C:2]1[CH:3]=[C:4]2[C:8](=[CH:9][CH:10]=1)[N:7]([S:11]([C:14]1[C:23]3[C:18](=[CH:19][CH:20]=[CH:21][CH:22]=3)[C:17]([O:24][CH3:25])=[C:16]([N:26]3[CH2:31][CH2:30][N:29]([CH3:35])[CH2:28][CH2:27]3)[CH:15]=1)(=[O:13])=[O:12])[CH:6]=[C:5]2[CH:32]([F:33])[F:34]. The yield is 0.720. (3) The reactants are Cl[C:2]1[N:7]=[CH:6][C:5]([CH2:8][C:9]2[C:17]3[C:12](=[N:13][CH:14]=[CH:15][CH:16]=3)[N:11]([Si:18]([CH:25]([CH3:27])[CH3:26])([CH:22]([CH3:24])[CH3:23])[CH:19]([CH3:21])[CH3:20])[CH:10]=2)=[CH:4][CH:3]=1.[CH2:28]([NH2:35])[C:29]1[CH:34]=[CH:33][CH:32]=[CH:31][CH:30]=1.CC(C)([O-])C.[K+].C(P(C(C)(C)C)C1C=CC=CC=1C1C=CC=CC=1)(C)(C)C. The product is [CH2:28]([NH:35][C:2]1[CH:3]=[CH:4][C:5]([CH2:8][C:9]2[C:17]3[C:12](=[N:13][CH:14]=[CH:15][CH:16]=3)[N:11]([Si:18]([CH:25]([CH3:27])[CH3:26])([CH:22]([CH3:24])[CH3:23])[CH:19]([CH3:21])[CH3:20])[CH:10]=2)=[CH:6][N:7]=1)[C:29]1[CH:34]=[CH:33][CH:32]=[CH:31][CH:30]=1. The yield is 0.585. The catalyst is C([O-])(=O)C.[Pd+2].C([O-])(=O)C.O.C1(C)C=CC=CC=1.